Regression. Given two drug SMILES strings and cell line genomic features, predict the synergy score measuring deviation from expected non-interaction effect. From a dataset of Merck oncology drug combination screen with 23,052 pairs across 39 cell lines. (1) Synergy scores: synergy=-50.1. Drug 2: Cc1nc(Nc2ncc(C(=O)Nc3c(C)cccc3Cl)s2)cc(N2CCN(CCO)CC2)n1. Drug 1: CCC1=CC2CN(C1)Cc1c([nH]c3ccccc13)C(C(=O)OC)(c1cc3c(cc1OC)N(C)C1C(O)(C(=O)OC)C(OC(C)=O)C4(CC)C=CCN5CCC31C54)C2. Cell line: NCIH2122. (2) Drug 1: Nc1ccn(C2OC(CO)C(O)C2(F)F)c(=O)n1. Drug 2: Cn1nnc2c(C(N)=O)ncn2c1=O. Cell line: COLO320DM. Synergy scores: synergy=2.02. (3) Drug 1: O=C(CCCCCCC(=O)Nc1ccccc1)NO. Drug 2: Nc1ccn(C2OC(CO)C(O)C2(F)F)c(=O)n1. Cell line: OV90. Synergy scores: synergy=5.72. (4) Drug 1: CN1C(=O)C=CC2(C)C3CCC4(C)C(NC(=O)OCC(F)(F)F)CCC4C3CCC12. Drug 2: CN(C)C(=N)N=C(N)N. Cell line: OVCAR3. Synergy scores: synergy=-26.3. (5) Drug 1: Nc1ccn(C2OC(CO)C(O)C2(F)F)c(=O)n1. Drug 2: COC1CC2CCC(C)C(O)(O2)C(=O)C(=O)N2CCCCC2C(=O)OC(C(C)CC2CCC(OP(C)(C)=O)C(OC)C2)CC(=O)C(C)C=C(C)C(O)C(OC)C(=O)C(C)CC(C)C=CC=CC=C1C. Cell line: OVCAR3. Synergy scores: synergy=-2.96. (6) Drug 1: NC(=O)c1cccc2cn(-c3ccc(C4CCCNC4)cc3)nc12. Drug 2: O=C(NOCC(O)CO)c1ccc(F)c(F)c1Nc1ccc(I)cc1F. Cell line: NCIH460. Synergy scores: synergy=15.4. (7) Drug 1: NC(=O)c1cccc2cn(-c3ccc(C4CCCNC4)cc3)nc12. Drug 2: CCc1cnn2c(NCc3ccc[n+]([O-])c3)cc(N3CCCCC3CCO)nc12. Cell line: RPMI7951. Synergy scores: synergy=-1.43. (8) Drug 1: COc1cc(C2c3cc4c(cc3C(OC3OC5COC(C)OC5C(O)C3O)C3COC(=O)C23)OCO4)cc(OC)c1O. Drug 2: CCc1cnn2c(NCc3ccc[n+]([O-])c3)cc(N3CCCCC3CCO)nc12. Cell line: LNCAP. Synergy scores: synergy=17.0. (9) Drug 1: Nc1ccn(C2OC(CO)C(O)C2(F)F)c(=O)n1. Drug 2: CCc1cnn2c(NCc3ccc[n+]([O-])c3)cc(N3CCCCC3CCO)nc12. Cell line: COLO320DM. Synergy scores: synergy=2.11.